Dataset: Full USPTO retrosynthesis dataset with 1.9M reactions from patents (1976-2016). Task: Predict the reactants needed to synthesize the given product. (1) The reactants are: [OH:1][C:2]1[CH:10]=[CH:9][C:5]([C:6]([NH2:8])=[S:7])=[CH:4][CH:3]=1.[CH2:11]([O:13][C:14](=[O:20])[CH:15](Br)[C:16]([CH3:18])=O)[CH3:12]. Given the product [CH2:11]([O:13][C:14]([C:15]1[S:7][C:6]([C:5]2[CH:9]=[CH:10][C:2]([OH:1])=[CH:3][CH:4]=2)=[N:8][C:16]=1[CH3:18])=[O:20])[CH3:12], predict the reactants needed to synthesize it. (2) Given the product [CH2:1]([O:3][C:4]([N:6]1[CH2:11][CH2:10][N:9]([C:12](=[O:50])[C@@H:13]([NH:19][C:20]([C:22]2[CH:26]=[C:25]([O:27][CH2:28][C:29]([N:31]3[CH2:35][CH2:34][CH2:33][C@H:32]3[C:36](=[O:42])[NH:37][CH:38]3[CH2:39][CH2:40][CH2:41]3)=[O:30])[N:24]([C:43]3[CH:48]=[CH:47][CH:46]=[C:45]([F:49])[CH:44]=3)[N:23]=2)=[O:21])[CH2:14][CH2:15][C:16]([O:18][O:57][CH2:55][CH3:56])=[O:17])[CH2:8][CH2:7]1)=[O:5])[CH3:2], predict the reactants needed to synthesize it. The reactants are: [CH2:1]([O:3][C:4]([N:6]1[CH2:11][CH2:10][N:9]([C:12](=[O:50])[C@@H:13]([NH:19][C:20]([C:22]2[CH:26]=[C:25]([O:27][CH2:28][C:29]([N:31]3[CH2:35][CH2:34][CH2:33][C@H:32]3[C:36](=[O:42])[NH:37][CH:38]3[CH2:41][CH2:40][CH2:39]3)=[O:30])[N:24]([C:43]3[CH:48]=[CH:47][CH:46]=[C:45]([F:49])[CH:44]=3)[N:23]=2)=[O:21])[CH2:14][CH2:15][C:16]([OH:18])=[O:17])[CH2:8][CH2:7]1)=[O:5])[CH3:2].C(Cl)CCl.[CH2:55]([OH:57])[CH3:56]. (3) Given the product [Br:3][C:4]1[CH:5]=[N:6][N:7]([CH2:10][CH2:11][F:12])[CH:8]=1, predict the reactants needed to synthesize it. The reactants are: [H-].[Na+].[Br:3][C:4]1[CH:5]=[N:6][NH:7][CH:8]=1.Br[CH2:10][CH2:11][F:12].